This data is from Forward reaction prediction with 1.9M reactions from USPTO patents (1976-2016). The task is: Predict the product of the given reaction. (1) The product is: [CH2:38]([N:14]1[C:13]([CH2:12][N:9]2[CH2:8][CH2:7][CH:6]([C:4]([OH:5])=[O:3])[CH2:11][CH2:10]2)=[N:21][C:20]2[C:15]1=[N:16][C:17]([C:28]1[C:36]([F:37])=[CH:35][CH:34]=[C:33]3[C:29]=1[CH:30]=[CH:31][NH:32]3)=[N:18][C:19]=2[N:22]1[CH2:23][CH2:24][O:25][CH2:26][CH2:27]1)[CH3:39]. Given the reactants C([O:3][C:4]([CH:6]1[CH2:11][CH2:10][N:9]([CH2:12][C:13]2[N:14]([CH2:38][CH3:39])[C:15]3[C:20]([N:21]=2)=[C:19]([N:22]2[CH2:27][CH2:26][O:25][CH2:24][CH2:23]2)[N:18]=[C:17]([C:28]2[C:36]([F:37])=[CH:35][CH:34]=[C:33]4[C:29]=2[CH:30]=[CH:31][NH:32]4)[N:16]=3)[CH2:8][CH2:7]1)=[O:5])C.[OH-].[Li+], predict the reaction product. (2) Given the reactants C(O[C:6]([N:8]1[CH2:12][C:11](=[N:13][O:14][CH3:15])[CH2:10][C@H:9]1[C:16]([OH:18])=O)=[O:7])(C)(C)C.[C:19]1([C:28]2[CH:33]=[CH:32][CH:31]=[CH:30][CH:29]=2)[CH:24]=[CH:23][C:22](C(Cl)=O)=[CH:21][CH:20]=1.[NH2:34][C@@H:35]1[CH2:40][CH2:39][CH2:38][CH2:37][C@H:36]1[CH2:41][OH:42], predict the reaction product. The product is: [C:28]1([C:19]2[CH:20]=[CH:21][CH:22]=[CH:23][CH:24]=2)[CH:29]=[CH:30][C:31]([C:6]([N:8]2[CH2:12][C:11](=[N:13][O:14][CH3:15])[CH2:10][C@H:9]2[C:16]([NH:34][C@@H:35]2[CH2:40][CH2:39][CH2:38][CH2:37][C@H:36]2[CH2:41][OH:42])=[O:18])=[O:7])=[CH:32][CH:33]=1. (3) Given the reactants [CH3:1][C:2]1[CH:3]=[C:4]([CH:45]=[CH:46][CH:47]=1)[CH2:5][NH:6][C:7]1[N:12]=[CH:11][N:10]=[C:9]([C:13]2[CH:18]=[C:17]([N:19]3[CH2:24][CH2:23][CH2:22][CH2:21][CH2:20]3)[CH:16]=[CH:15][C:14]=2[NH:25][C:26]([C:28]2[CH:29]=[C:30]([CH:42]=[CH:43][CH:44]=2)[CH2:31][S:32][CH2:33][CH2:34][C:35]([O:37]C(C)(C)C)=[O:36])=[O:27])[CH:8]=1.FC(F)(F)C(O)=O, predict the reaction product. The product is: [CH3:1][C:2]1[CH:3]=[C:4]([CH:45]=[CH:46][CH:47]=1)[CH2:5][NH:6][C:7]1[N:12]=[CH:11][N:10]=[C:9]([C:13]2[CH:18]=[C:17]([N:19]3[CH2:20][CH2:21][CH2:22][CH2:23][CH2:24]3)[CH:16]=[CH:15][C:14]=2[NH:25][C:26]([C:28]2[CH:29]=[C:30]([CH:42]=[CH:43][CH:44]=2)[CH2:31][S:32][CH2:33][CH2:34][C:35]([OH:37])=[O:36])=[O:27])[CH:8]=1.